From a dataset of Full USPTO retrosynthesis dataset with 1.9M reactions from patents (1976-2016). Predict the reactants needed to synthesize the given product. (1) Given the product [CH2:13]([N:1]1[C:5]2=[CH:6][N:7]=[CH:8][CH:9]=[C:4]2[CH:3]=[CH:2]1)[CH2:14][CH3:15], predict the reactants needed to synthesize it. The reactants are: [NH:1]1[C:5]2=[CH:6][N:7]=[CH:8][CH:9]=[C:4]2[CH:3]=[CH:2]1.[H-].[Na+].I[CH2:13][CH2:14][CH3:15]. (2) Given the product [F:14][C:15]([F:20])([F:19])[C:16]([OH:18])=[O:17].[CH2:1]([O:5][C:6]1[CH:13]=[CH:12][CH:11]=[CH:10][C:7]=1[CH2:8][NH2:9])[CH:2]([CH3:4])[CH3:3], predict the reactants needed to synthesize it. The reactants are: [CH2:1]([O:5][C:6]1[CH:13]=[CH:12][CH:11]=[CH:10][C:7]=1[C:8]#[N:9])[CH:2]([CH3:4])[CH3:3].[F:14][C:15]([F:20])([F:19])[C:16]([OH:18])=[O:17].C(OC1C=CC=CC=1CN)CC. (3) Given the product [N:20]1[CH:21]=[CH:22][CH:23]=[CH:24][C:19]=1[O:18][CH2:17][C:15]1[CH:16]=[C:10]2[C:9](=[O:25])[NH:8][CH2:13][CH2:12][N:11]2[N:14]=1, predict the reactants needed to synthesize it. The reactants are: COC1C=CC(C[N:8]2[CH2:13][CH2:12][N:11]3[N:14]=[C:15]([CH2:17][O:18][C:19]4[CH:24]=[CH:23][CH:22]=[CH:21][N:20]=4)[CH:16]=[C:10]3[C:9]2=[O:25])=CC=1.O=C1NCCN2N=C(COC(=O)C)C=C12. (4) Given the product [F:12][C:11]([F:14])([F:13])[O:10][C:6]1[CH:5]=[C:4]([CH:2]([NH2:17])[CH3:1])[CH:9]=[CH:8][CH:7]=1, predict the reactants needed to synthesize it. The reactants are: [CH3:1][C:2]([C:4]1[CH:9]=[CH:8][CH:7]=[C:6]([O:10][C:11]([F:14])([F:13])[F:12])[CH:5]=1)=O.Cl.[OH-].[NH4+:17]. (5) Given the product [Cl:40][C:39]1[N:38]=[C:37]([C:41]([NH:43][CH:44]2[CH2:46][CH2:45]2)=[O:42])[CH:36]=[CH:35][C:34]=1[O:33][CH2:32][C:31]([N:19]1[CH2:20][CH2:21][C:22]2[N:26]=[C:25]3[S:27][C:28]([CH3:30])=[N:29][N:24]3[C:23]=2[CH:18]1[C:15]1[CH:16]=[CH:17][C:12]([O:11][CH2:10][CH2:9][OH:8])=[CH:13][C:14]=1[F:48])=[O:47], predict the reactants needed to synthesize it. The reactants are: C([O:8][CH2:9][CH2:10][O:11][C:12]1[CH:17]=[CH:16][C:15]([CH:18]2[C:23]3[N:24]4[N:29]=[C:28]([CH3:30])[S:27][C:25]4=[N:26][C:22]=3[CH2:21][CH2:20][N:19]2[C:31](=[O:47])[CH2:32][O:33][C:34]2[CH:35]=[CH:36][C:37]([C:41]([NH:43][CH:44]3[CH2:46][CH2:45]3)=[O:42])=[N:38][C:39]=2[Cl:40])=[C:14]([F:48])[CH:13]=1)C1C=CC=CC=1.I[Si](C)(C)C.CO. (6) Given the product [Cl:1][C:2]1[CH:3]=[C:4]([C:5]2[NH:6][C:16](=[O:17])[CH:15]=[C:14]([CH:11]3[CH2:13][CH2:12]3)[N:7]=2)[CH:8]=[CH:9][CH:10]=1, predict the reactants needed to synthesize it. The reactants are: [Cl:1][C:2]1[CH:3]=[C:4]([CH:8]=[CH:9][CH:10]=1)[C:5](=[NH:7])[NH2:6].[CH:11]1([C:14](=O)[CH2:15][C:16](OCC)=[O:17])[CH2:13][CH2:12]1.C[O-].[Na+].CO.